From a dataset of Orexin1 receptor HTS with 218,158 compounds and 233 confirmed actives. Binary Classification. Given a drug SMILES string, predict its activity (active/inactive) in a high-throughput screening assay against a specified biological target. (1) The molecule is ClC12C(C3C(C(OC(=O)c4occc4)(C(C3)C)C(=O)CCl)(CC1O)C)CCC=1C2(C)C=CC(=O)C1. The result is 0 (inactive). (2) The compound is Clc1ccc(C(=O)Nc2oc(nn2)C=2OCCOC2)cc1. The result is 0 (inactive). (3) The compound is S(=O)(=O)(c1n(c2c(n1)cccc2)Cc1ncccc1)Cc1ccccc1. The result is 0 (inactive). (4) The result is 0 (inactive). The compound is O(CC(=O)N1CCCc2c1cccc2)c1c([N+]([O-])=O)cccc1. (5) The compound is s1c(C(=O)NC(=S)Nc2c3ncccc3ccc2)ccc1. The result is 1 (active).